From a dataset of Full USPTO retrosynthesis dataset with 1.9M reactions from patents (1976-2016). Predict the reactants needed to synthesize the given product. (1) The reactants are: [CH:1]1([CH:7]([NH:20][C:21]2[CH:29]=[CH:28][C:24]([C:25](O)=[O:26])=[CH:23][CH:22]=2)[C:8]2[CH:12]=[C:11]([C:13]3[CH:18]=[CH:17][CH:16]=[CH:15][CH:14]=3)[S:10][C:9]=2[CH3:19])[CH2:6][CH2:5][CH2:4][CH2:3][CH2:2]1.[CH3:30][NH:31][CH2:32][CH2:33][C:34]([O:36]CC)=[O:35].O.ON1C2C=CC=CC=2N=N1.Cl.C(N=C=NCCCN(C)C)C.Cl.[OH-].[Na+]. Given the product [CH:1]1([CH:7]([NH:20][C:21]2[CH:22]=[CH:23][C:24]([C:25]([N:31]([CH3:30])[CH2:32][CH2:33][C:34]([OH:36])=[O:35])=[O:26])=[CH:28][CH:29]=2)[C:8]2[CH:12]=[C:11]([C:13]3[CH:18]=[CH:17][CH:16]=[CH:15][CH:14]=3)[S:10][C:9]=2[CH3:19])[CH2:6][CH2:5][CH2:4][CH2:3][CH2:2]1, predict the reactants needed to synthesize it. (2) Given the product [C:1]([O:5][C:6]1[CH:22]=[CH:21][C:9]([O:10][CH2:11][CH2:12][OH:13])=[CH:8][CH:7]=1)([CH3:4])([CH3:2])[CH3:3], predict the reactants needed to synthesize it. The reactants are: [C:1]([O:5][C:6]1[CH:22]=[CH:21][C:9]([O:10][CH2:11][CH2:12][O:13][Si](C(C)(C)C)(C)C)=[CH:8][CH:7]=1)([CH3:4])([CH3:3])[CH3:2].CCCC[N+](CCCC)(CCCC)CCCC.[F-]. (3) Given the product [NH2:1][C:2]1[N:3]=[C:4]([S:19][CH2:20][CH2:21][NH:22][C:23](=[O:25])[CH3:24])[C:5]([C:17]#[N:18])=[C:6]([C:10]2[CH:11]=[CH:12][C:13]([OH:16])=[CH:14][CH:15]=2)[C:7]=1[C:8]#[N:9], predict the reactants needed to synthesize it. The reactants are: [NH2:1][C:2]1[C:7]([C:8]#[N:9])=[C:6]([C:10]2[CH:15]=[CH:14][C:13]([OH:16])=[CH:12][CH:11]=2)[C:5]([C:17]#[N:18])=[C:4]([S:19][CH2:20][CH2:21][NH2:22])[N:3]=1.[C:23](N1C=CN=C1)(=[O:25])[CH3:24].O. (4) Given the product [CH3:9][O:8][C:6]1[C:5]([N+:10]([O-:12])=[O:11])=[CH:4][C:3]([CH3:13])=[C:2]([N:14]2[CH2:15][CH2:16][CH:17]([NH:20][C:21](=[O:27])[O:22][C:23]([CH3:25])([CH3:24])[CH3:26])[CH2:18][CH2:19]2)[CH:7]=1, predict the reactants needed to synthesize it. The reactants are: F[C:2]1[CH:7]=[C:6]([O:8][CH3:9])[C:5]([N+:10]([O-:12])=[O:11])=[CH:4][C:3]=1[CH3:13].[NH:14]1[CH2:19][CH2:18][CH:17]([NH:20][C:21](=[O:27])[O:22][C:23]([CH3:26])([CH3:25])[CH3:24])[CH2:16][CH2:15]1. (5) Given the product [Cl:15][C:16]1[CH:17]=[CH:18][C:19]([C:22]2[CH:23]=[CH:24][C:25]([C:28]#[C:29][C:2]3[CH:11]=[CH:10][C:5]([O:6][CH2:7][CH2:8][OH:9])=[C:4]([C:12]([CH3:14])=[CH2:13])[CH:3]=3)=[N:26][CH:27]=2)=[CH:20][CH:21]=1, predict the reactants needed to synthesize it. The reactants are: I[C:2]1[CH:11]=[CH:10][C:5]([O:6][CH2:7][CH2:8][OH:9])=[C:4]([C:12]([CH3:14])=[CH2:13])[CH:3]=1.[Cl:15][C:16]1[CH:21]=[CH:20][C:19]([C:22]2[CH:23]=[CH:24][C:25]([C:28]#[CH:29])=[N:26][CH:27]=2)=[CH:18][CH:17]=1. (6) Given the product [CH3:1][O:2][C:3]1[CH:15]=[CH:14][C:6]([CH2:7][C@H:8]([CH:11]([CH3:13])[CH3:12])[CH2:9][Br:29])=[CH:5][C:4]=1[O:16][CH2:17][CH2:18][CH2:19][O:20][CH3:21], predict the reactants needed to synthesize it. The reactants are: [CH3:1][O:2][C:3]1[CH:15]=[CH:14][C:6]([CH2:7][C@H:8]([CH:11]([CH3:13])[CH3:12])[CH2:9]O)=[CH:5][C:4]=1[O:16][CH2:17][CH2:18][CH2:19][O:20][CH3:21].CN(C)C=O.P(Br)(Br)([Br:29])=O.O.